This data is from Full USPTO retrosynthesis dataset with 1.9M reactions from patents (1976-2016). The task is: Predict the reactants needed to synthesize the given product. (1) Given the product [N:51]1([C:49]2[N:50]=[C:45]([C:41]3[CH:40]=[C:39]([OH:38])[CH:44]=[CH:43][CH:42]=3)[C:46]3[CH2:59][CH2:58][N:57]([C:60]4[CH:65]=[CH:64][C:63]([O:66][C:67]([F:70])([F:69])[F:68])=[CH:62][CH:61]=4)[C:47]=3[N:48]=2)[CH2:52][CH2:53][O:54][CH2:55][CH2:56]1, predict the reactants needed to synthesize it. The reactants are: ClC1C(CCCl)=C(C2C=CC=C(OC)C=2)N=C(N2CCOCC2)N=1.FC(F)(F)OC1C=CC(N)=CC=1.C[O:38][C:39]1[CH:40]=[C:41]([C:45]2[C:46]3[CH2:59][CH2:58][N:57]([C:60]4[CH:65]=[CH:64][C:63]([O:66][C:67]([F:70])([F:69])[F:68])=[CH:62][CH:61]=4)[C:47]=3[N:48]=[C:49]([N:51]3[CH2:56][CH2:55][O:54][CH2:53][CH2:52]3)[N:50]=2)[CH:42]=[CH:43][CH:44]=1. (2) Given the product [CH3:17][C:2]1([OH:1])[CH2:9][CH2:8][O:7][CH2:6][CH2:5][NH:4][CH2:3]1, predict the reactants needed to synthesize it. The reactants are: [OH:1][C:2]1([CH3:17])[CH2:9][CH2:8][O:7][CH2:6][CH2:5][N:4](C(OC(C)(C)C)=O)[CH2:3]1.C(O)(C(F)(F)F)=O. (3) Given the product [C:1]([O:5][C:6](=[O:7])[NH:8][C@H:9]([C:10]([N:41]1[CH2:45][CH2:44][CH2:43][C@H:42]1[C:46](=[O:47])[NH2:48])=[O:12])[C@H:13]([C:15]1[CH:20]=[CH:19][C:18]([O:21][CH2:22][CH2:23][C@H:24]([CH:26]2[CH2:27][CH2:28][N:29]([C:32]3[O:36][N:35]=[C:34]([CH:37]([CH3:39])[CH3:38])[N:33]=3)[CH2:30][CH2:31]2)[CH3:25])=[CH:17][C:16]=1[F:40])[CH3:14])([CH3:3])([CH3:2])[CH3:4], predict the reactants needed to synthesize it. The reactants are: [C:1]([O:5][C:6]([NH:8][C@@H:9]([C@H:13]([C:15]1[CH:20]=[CH:19][C:18]([O:21][CH2:22][CH2:23][C@H:24]([CH:26]2[CH2:31][CH2:30][N:29]([C:32]3[O:36][N:35]=[C:34]([CH:37]([CH3:39])[CH3:38])[N:33]=3)[CH2:28][CH2:27]2)[CH3:25])=[CH:17][C:16]=1[F:40])[CH3:14])[C:10]([OH:12])=O)=[O:7])([CH3:4])([CH3:3])[CH3:2].[NH:41]1[CH2:45][CH2:44][CH2:43][C@H:42]1[C:46]([NH2:48])=[O:47]. (4) Given the product [CH3:17][C:16]1[CH:15]=[C:14]([CH3:18])[NH:13][C:12](=[O:19])[C:11]=1[CH2:10][NH:9][C:7]([C:6]1[CH:20]=[C:2]([C:42]2[CH:41]=[CH:40][C:39]([C:37]([N:34]3[CH2:35][CH2:36][O:31][CH2:32][CH2:33]3)=[O:38])=[CH:44][CH:43]=2)[CH:3]=[C:4]([N:22]([CH2:29][CH3:30])[CH:23]2[CH2:28][CH2:27][O:26][CH2:25][CH2:24]2)[C:5]=1[CH3:21])=[O:8], predict the reactants needed to synthesize it. The reactants are: Br[C:2]1[CH:3]=[C:4]([N:22]([CH2:29][CH3:30])[CH:23]2[CH2:28][CH2:27][O:26][CH2:25][CH2:24]2)[C:5]([CH3:21])=[C:6]([CH:20]=1)[C:7]([NH:9][CH2:10][C:11]1[C:12](=[O:19])[NH:13][C:14]([CH3:18])=[CH:15][C:16]=1[CH3:17])=[O:8].[O:31]1[CH2:36][CH2:35][N:34]([C:37]([C:39]2[CH:44]=[CH:43][C:42](B3OC(C)(C)C(C)(C)O3)=[CH:41][CH:40]=2)=[O:38])[CH2:33][CH2:32]1.C([O-])([O-])=O.[Na+].[Na+]. (5) Given the product [Br:1][C:2]1[CH:3]=[C:4]([NH:8][C@H:9]([C:12]2[CH:17]=[CH:16][CH:15]=[CH:14][CH:13]=2)[CH2:10][NH:11][C:29](=[O:30])[CH:28]([CH3:32])[CH3:27])[CH:5]=[N:6][CH:7]=1, predict the reactants needed to synthesize it. The reactants are: [Br:1][C:2]1[CH:3]=[C:4]([NH:8][C@H:9]([C:12]2[CH:17]=[CH:16][CH:15]=[CH:14][CH:13]=2)[CH2:10][NH2:11])[CH:5]=[N:6][CH:7]=1.C(N(CC)C(C)C)(C)C.[CH3:27][CH:28]([CH3:32])[C:29](Cl)=[O:30]. (6) Given the product [C:1]([O:5][C:6]([N:8]1[CH2:12][CH2:11][CH:10]([C:13]2[CH:21]=[CH:20][C:19]([C:22]([O:24][CH3:25])=[O:23])=[C:18]3[C:14]=2[CH:15]=[C:16]([CH3:35])[N:17]3[C:26]([O:28][C:29]([CH3:32])([CH3:31])[CH3:30])=[O:27])[CH2:9]1)=[O:7])([CH3:4])([CH3:3])[CH3:2], predict the reactants needed to synthesize it. The reactants are: [C:1]([O:5][C:6]([N:8]1[CH2:12][CH2:11][CH:10]([C:13]2[CH:21]=[CH:20][C:19]([C:22]([O:24][CH3:25])=[O:23])=[C:18]3[C:14]=2[CH:15]=[C:16](I)[N:17]3[C:26]([O:28][C:29]([CH3:32])([CH3:31])[CH3:30])=[O:27])[CH2:9]1)=[O:7])([CH3:4])([CH3:3])[CH3:2].[Zn](C)[CH3:35].